This data is from Full USPTO retrosynthesis dataset with 1.9M reactions from patents (1976-2016). The task is: Predict the reactants needed to synthesize the given product. (1) Given the product [CH2:1]([C@H:3]1[CH2:8][CH2:7][C@H:6]([NH:9][C:10]([C@@H:12]2[CH2:14][C@H:13]2[CH2:15][N:52]2[CH2:51][CH2:50][N:49]([C:46]3[CH:45]=[CH:44][C:43]([C:42]([F:55])([F:56])[F:41])=[CH:48][CH:47]=3)[CH2:54][CH2:53]2)=[O:11])[CH2:5][CH2:4]1)[CH3:2], predict the reactants needed to synthesize it. The reactants are: [CH2:1]([C@H:3]1[CH2:8][CH2:7][C@H:6]([NH:9][C:10]([C@@H:12]2[CH2:14][C@H:13]2[CH2:15]OS(C)(=O)=O)=[O:11])[CH2:5][CH2:4]1)[CH3:2].C[C@H]1CC[C@H](NC([C@@H]2C[C@H]2COS(C)(=O)=O)=O)CC1.Cl.[F:41][C:42]([F:56])([F:55])[C:43]1[CH:48]=[CH:47][C:46]([N:49]2[CH2:54][CH2:53][NH:52][CH2:51][CH2:50]2)=[CH:45][CH:44]=1.Cl.ClC1C=C(N2CCNCC2)C=CC=1. (2) Given the product [Br:1][C:2]1[CH:7]=[CH:6][C:5]([CH:8]([C:18]2[CH:23]=[CH:22][CH:21]=[CH:20][C:19]=2[CH3:24])[CH2:9][C:10]([C:12]2[CH:17]=[CH:16][N:15]=[CH:14][CH:13]=2)=[N:26][OH:27])=[CH:4][CH:3]=1, predict the reactants needed to synthesize it. The reactants are: [Br:1][C:2]1[CH:7]=[CH:6][C:5]([CH:8]([C:18]2[CH:23]=[CH:22][CH:21]=[CH:20][C:19]=2[CH3:24])[CH2:9][C:10]([C:12]2[CH:17]=[CH:16][N:15]=[CH:14][CH:13]=2)=O)=[CH:4][CH:3]=1.Cl.[NH2:26][OH:27].C([O-])(O)=O.[Na+]. (3) Given the product [Cl:1][C:2]1[CH:8]=[CH:7][C:5]([NH:6][C:32]([C:31]2[CH:30]=[CH:29][C:28]([N:25]3[CH2:26][CH2:27][N:22]([C:20]([O:19][C:15]([CH3:17])([CH3:16])[CH3:18])=[O:21])[CH2:23][C:24]3=[O:37])=[CH:36][CH:35]=2)=[O:33])=[CH:4][C:3]=1[C:9]1[CH:14]=[CH:13][CH:12]=[CH:11][N:10]=1, predict the reactants needed to synthesize it. The reactants are: [Cl:1][C:2]1[CH:8]=[CH:7][C:5]([NH2:6])=[CH:4][C:3]=1[C:9]1[CH:14]=[CH:13][CH:12]=[CH:11][N:10]=1.[C:15]([O:19][C:20]([N:22]1[CH2:27][CH2:26][N:25]([C:28]2[CH:36]=[CH:35][C:31]([C:32](O)=[O:33])=[CH:30][CH:29]=2)[C:24](=[O:37])[CH2:23]1)=[O:21])([CH3:18])([CH3:17])[CH3:16].